This data is from Catalyst prediction with 721,799 reactions and 888 catalyst types from USPTO. The task is: Predict which catalyst facilitates the given reaction. Reactant: Cl[C:2]1[C:3]([C:21]2[CH:26]=[CH:25][CH:24]=[CH:23][CH:22]=2)=[C:4]([NH:11][C:12]2[CH:17]=[CH:16][C:15]([O:18][CH2:19][CH3:20])=[CH:14][CH:13]=2)[C:5]2[N:6]([CH:8]=[CH:9][N:10]=2)[N:7]=1.[C@H:27]1([NH2:34])[CH2:32][CH2:31][C@H:30]([NH2:33])[CH2:29][CH2:28]1. Product: [NH2:33][C@H:30]1[CH2:31][CH2:32][C@H:27]([NH:34][C:2]2[C:3]([C:21]3[CH:26]=[CH:25][CH:24]=[CH:23][CH:22]=3)=[C:4]([NH:11][C:12]3[CH:17]=[CH:16][C:15]([O:18][CH2:19][CH3:20])=[CH:14][CH:13]=3)[C:5]3[N:6]([CH:8]=[CH:9][N:10]=3)[N:7]=2)[CH2:28][CH2:29]1. The catalyst class is: 2.